Dataset: Forward reaction prediction with 1.9M reactions from USPTO patents (1976-2016). Task: Predict the product of the given reaction. (1) Given the reactants [CH2:1]([O:8][C:9]1[CH:18]=[CH:17][C:12]([C:13]([O:15][CH3:16])=[O:14])=[C:11]([OH:19])[CH:10]=1)[C:2]1[CH:7]=[CH:6][CH:5]=[CH:4][CH:3]=1.[Li+].C[Si]([N-][Si](C)(C)C)(C)C.C1(N([S:37]([C:40]([F:43])([F:42])[F:41])(=[O:39])=[O:38])[S:37]([C:40]([F:43])([F:42])[F:41])(=[O:39])=[O:38])C=CC=CC=1, predict the reaction product. The product is: [CH2:1]([O:8][C:9]1[CH:18]=[CH:17][C:12]([C:13]([O:15][CH3:16])=[O:14])=[C:11]([O:19][S:37]([C:40]([F:43])([F:42])[F:41])(=[O:39])=[O:38])[CH:10]=1)[C:2]1[CH:3]=[CH:4][CH:5]=[CH:6][CH:7]=1. (2) Given the reactants O[C:2]1[N:3]=[C:4]2[NH:11][C:10]([CH3:13])([CH3:12])[CH2:9][N:5]2[C:6](=[O:8])[CH:7]=1.O=P(Cl)(Cl)[Cl:16], predict the reaction product. The product is: [Cl:16][C:2]1[N:3]=[C:4]2[NH:11][C:10]([CH3:13])([CH3:12])[CH2:9][N:5]2[C:6](=[O:8])[CH:7]=1. (3) The product is: [Br:8][C:9]1[CH:16]=[CH:15][C:12]([CH:13]=[CH:1][C:2]2[O:6][CH:5]=[CH:4][CH:3]=2)=[CH:11][CH:10]=1. Given the reactants [CH:1](=O)[C:2]1[O:6][CH:5]=[CH:4][CH:3]=1.[Br:8][C:9]1[CH:16]=[CH:15][C:12]([CH2:13]Br)=[CH:11][CH:10]=1.C1([SiH2]C2C=CC=CC=2)C=CC=CC=1.C(=O)([O-])OC(C)(C)C.[Na+], predict the reaction product. (4) Given the reactants [Br:1][C:2]1[CH:6]=[C:5]([CH3:7])[NH:4][N:3]=1.[CH:8]1(B(O)O)[CH2:10][CH2:9]1.C([O-])([O-])=O.[Na+].[Na+].N1C=CC=CC=1C1C=CC=CN=1, predict the reaction product. The product is: [Br:1][C:2]1[CH:6]=[C:5]([CH3:7])[N:4]([CH:8]2[CH2:10][CH2:9]2)[N:3]=1. (5) Given the reactants [NH2:1][C:2]1[N:3]=[CH:4][C:5]([CH2:8][CH2:9][C:10]#[N:11])=[N:6][CH:7]=1.C1C(=O)N([Br:19])C(=O)C1, predict the reaction product. The product is: [NH2:1][C:2]1[N:3]=[CH:4][C:5]([CH2:8][CH2:9][C:10]#[N:11])=[N:6][C:7]=1[Br:19]. (6) Given the reactants [F:1][C:2]([F:26])([F:25])[C:3]1[CH:4]=[C:5]([N:9]([C:13]2[CH:18]=[CH:17][C:16]([NH2:19])=[CH:15][C:14]=2[C:20]2[NH:24][N:23]=[N:22][N:21]=2)[C:10]([NH2:12])=[O:11])[CH:6]=[CH:7][CH:8]=1.[C:27](OC(=O)C)(=[O:29])[CH3:28], predict the reaction product. The product is: [F:26][C:2]([F:1])([F:25])[C:3]1[CH:4]=[C:5]([N:9]([C:13]2[CH:18]=[CH:17][C:16]([NH:19][C:27](=[O:29])[CH3:28])=[CH:15][C:14]=2[C:20]2[NH:24][N:23]=[N:22][N:21]=2)[C:10]([NH2:12])=[O:11])[CH:6]=[CH:7][CH:8]=1. (7) Given the reactants [CH3:1][C:2]1[O:3][C:4]2[CH:11]=[CH:10][CH:9]=[C:8]([CH2:12][OH:13])[C:5]=2[C:6]=1[CH3:7].[F:14][C:15]1[C:20]([F:21])=[C:19](O)[CH:18]=[CH:17][C:16]=1[CH2:23][CH2:24][C:25]([O:27][CH2:28][CH3:29])=[O:26].C1C=CC(P(C2C=CC=CC=2)C2C=CC=CC=2)=CC=1.CCOC(/N=N/C(OCC)=O)=O, predict the reaction product. The product is: [CH3:1][C:2]1[O:3][C:4]2[CH:11]=[CH:10][CH:9]=[C:8]([CH2:12][O:13][C:19]3[CH:18]=[CH:17][C:16]([CH2:23][CH2:24][C:25]([O:27][CH2:28][CH3:29])=[O:26])=[C:15]([F:14])[C:20]=3[F:21])[C:5]=2[C:6]=1[CH3:7]. (8) Given the reactants [CH3:1][C:2]1[S:6][C:5]2[CH2:7][CH:8]([CH3:11])[C:9](=[O:10])[C:4]=2[C:3]=1[CH3:12].[H-].[H-].[H-].[H-].[Li+].[Al+3].O, predict the reaction product. The product is: [CH3:1][C:2]1[S:6][C:5]2[CH2:7][CH:8]([CH3:11])[CH:9]([OH:10])[C:4]=2[C:3]=1[CH3:12]. (9) Given the reactants [C:1]([O:5][C:6]([N:8]1[CH2:12][C@H:11]([F:13])[C@@H:10]([O:14][CH3:15])[C@H:9]1[C:16](=[O:24])[NH:17][CH2:18][C@H:19]1[CH2:21][C:20]1([Cl:23])[Cl:22])=[O:7])([CH3:4])([CH3:3])[CH3:2].Cl[C:26]1(Cl)C[C@@H]1[C@H](N)C.C(P1(=O)OP(CCC)(=O)OP(CCC)(=O)O1)CC, predict the reaction product. The product is: [C:1]([O:5][C:6]([N:8]1[CH2:12][C@H:11]([F:13])[C@@H:10]([O:14][CH3:15])[C@H:9]1[C:16](=[O:24])[NH:17][C@@H:18]([C@H:19]1[CH2:21][C:20]1([Cl:22])[Cl:23])[CH3:26])=[O:7])([CH3:4])([CH3:2])[CH3:3]. (10) Given the reactants Cl[C:2]1[N:7]([CH3:8])[C:6](=[O:9])[N:5]([CH3:10])[C:4](=[O:11])[C:3]=1[CH:12]=[O:13].[CH3:14][OH:15], predict the reaction product. The product is: [CH3:14][O:15][C:2]1[N:7]([CH3:8])[C:6](=[O:9])[N:5]([CH3:10])[C:4](=[O:11])[C:3]=1[CH:12]=[O:13].